Dataset: Forward reaction prediction with 1.9M reactions from USPTO patents (1976-2016). Task: Predict the product of the given reaction. (1) The product is: [F:27][C:24]([F:25])([F:26])[C:20]1[CH:19]=[C:18]([CH:23]=[CH:22][CH:21]=1)[C:17]([NH:16][C:12]1[CH:11]=[C:10]([C:6]2[N:5]3[N:1]=[CH:2][CH:3]=[C:4]3[N:9]([C:31]([O:33][C:34]([CH3:37])([CH3:36])[CH3:35])=[O:32])[CH2:8][CH:7]=2)[CH:15]=[CH:14][CH:13]=1)=[O:28]. Given the reactants [N:1]1[N:5]2[C:6]([C:10]3[CH:11]=[C:12]([NH:16][C:17](=[O:28])[C:18]4[CH:23]=[CH:22][CH:21]=[C:20]([C:24]([F:27])([F:26])[F:25])[CH:19]=4)[CH:13]=[CH:14][CH:15]=3)=[CH:7][CH2:8][NH:9][C:4]2=[CH:3][CH:2]=1.[H-].[Na+].[C:31](O[C:31]([O:33][C:34]([CH3:37])([CH3:36])[CH3:35])=[O:32])([O:33][C:34]([CH3:37])([CH3:36])[CH3:35])=[O:32], predict the reaction product. (2) Given the reactants [OH:1][C:2]1[CH:3]=[C:4]([CH:10]=[CH:11][CH:12]=1)[C:5]([O:7][CH2:8][CH3:9])=[O:6].Br[C:14]1[CH:15]=[C:16]([CH:19]=[CH:20][CH:21]=1)[CH:17]=[O:18].Cl.CN(C)CC(O)=O.C(=O)([O-])[O-].[Cs+].[Cs+], predict the reaction product. The product is: [CH:5](=[O:6])[C:4]1[CH:10]=[CH:11][CH:12]=[CH:2][CH:3]=1.[CH:17]([C:16]1[CH:15]=[C:14]([CH:21]=[CH:20][CH:19]=1)[O:1][C:2]1[CH:3]=[C:4]([CH:10]=[CH:11][CH:12]=1)[C:5]([O:7][CH2:8][CH3:9])=[O:6])=[O:18]. (3) Given the reactants [CH2:1]([N:8]1[CH2:13][CH:12]2[C:10](CO)([CH2:11]2)[CH2:9]1)[C:2]1[CH:7]=[CH:6][CH:5]=[CH:4][CH:3]=1.C(N(CC)CC)C.[CH3:23][S:24](Cl)(=[O:26])=[O:25], predict the reaction product. The product is: [CH2:1]([N:8]1[CH2:13][CH:12]2[C:10]([S:24]([CH3:23])(=[O:26])=[O:25])([CH2:11]2)[CH2:9]1)[C:2]1[CH:7]=[CH:6][CH:5]=[CH:4][CH:3]=1. (4) Given the reactants [Si:1]([O:8][C@@H:9]1[CH:14]=[C:13]([C:15]2[CH:20]=[CH:19][N:18]=[CH:17][C:16]=2[N+:21]([O-])=O)[CH2:12][C@H:11]([CH3:24])[C@@:10]1([CH:26]=[CH2:27])[OH:25])([C:4]([CH3:7])([CH3:6])[CH3:5])([CH3:3])[CH3:2], predict the reaction product. The product is: [NH2:21][C:16]1[CH:17]=[N:18][CH:19]=[CH:20][C:15]=1[C@@H:13]1[CH2:12][C@H:11]([CH3:24])[C@@:10]([CH2:26][CH3:27])([OH:25])[C@H:9]([O:8][Si:1]([C:4]([CH3:6])([CH3:5])[CH3:7])([CH3:3])[CH3:2])[CH2:14]1. (5) The product is: [N:1]1([C:8]2[CH:13]=[CH:12][C:11]([C:14]3[CH:19]=[CH:18][C:17]([O:20][CH2:21][CH2:22][O:23][CH2:24][CH2:25][CH2:26][CH3:27])=[CH:16][CH:15]=3)=[CH:10][C:9]=2/[CH:28]=[C:29](\[CH2:33][CH3:34])/[C:30]([NH:56][C:55]2[CH:54]=[CH:53][C:52]([S@:50]([CH2:49][C:48]3[N:44]([CH2:41][CH2:42][CH3:43])[CH:45]=[N:46][CH:47]=3)=[O:51])=[CH:58][CH:57]=2)=[O:31])[CH2:2][CH2:3][CH2:4][CH2:5][CH2:6][CH2:7]1. Given the reactants [N:1]1([C:8]2[CH:13]=[CH:12][C:11]([C:14]3[CH:19]=[CH:18][C:17]([O:20][CH2:21][CH2:22][O:23][CH2:24][CH2:25][CH2:26][CH3:27])=[CH:16][CH:15]=3)=[CH:10][C:9]=2/[CH:28]=[C:29](\[CH2:33][CH3:34])/[C:30](O)=[O:31])[CH2:7][CH2:6][CH2:5][CH2:4][CH2:3][CH2:2]1.C(Cl)(=O)C(Cl)=O.[CH2:41]([N:44]1[C:48]([CH2:49][S@@:50]([C:52]2[CH:58]=[CH:57][C:55]([NH2:56])=[CH:54][CH:53]=2)=[O:51])=[CH:47][N:46]=[CH:45]1)[CH2:42][CH3:43].C(N(CC)CC)C, predict the reaction product. (6) Given the reactants [NH2:1][C:2]1[N:7]=[CH:6][C:5]([C:8]#[N:9])=[CH:4][CH:3]=1.[I:10]I, predict the reaction product. The product is: [NH2:1][C:2]1[C:3]([I:10])=[CH:4][C:5]([C:8]#[N:9])=[CH:6][N:7]=1. (7) Given the reactants [CH3:1][C:2]([NH:6][C:7]1[S:8][CH:9]=[C:10]([C:12]2[CH:19]=[CH:18][C:15]([C:16]#[N:17])=[CH:14][CH:13]=2)[N:11]=1)([CH3:5])[CH:3]=O.[C:20]([OH:23])(=O)C.CN.[C:26]([BH3-])#[N:27].[Na+].C(O[BH-](OC(=O)C)OC(=O)C)(=O)C.[Na+].C(N(CC)CC)C.ClC(Cl)(OC(=O)OC(Cl)(Cl)Cl)Cl.C([O-])(O)=O.[Na+], predict the reaction product. The product is: [CH3:26][N:27]1[CH2:3][C:2]([CH3:5])([CH3:1])[N:6]([C:7]2[S:8][CH:9]=[C:10]([C:12]3[CH:19]=[CH:18][C:15]([C:16]#[N:17])=[CH:14][CH:13]=3)[N:11]=2)[C:20]1=[O:23]. (8) Given the reactants [Cl:1][C:2]1[CH:7]=[CH:6][CH:5]=[CH:4][C:3]=1[N:8]([CH3:29])[C:9]([C:11]1[S:28][C:14]2[C:15]3[CH:23]=[CH:22][C:21]([C:24](OC)=[O:25])=[CH:20][C:16]=3[O:17][CH2:18][CH2:19][C:13]=2[CH:12]=1)=[O:10].[NH2:30][C:31]1([CH2:36][OH:37])[CH2:35][CH2:34][CH2:33][CH2:32]1, predict the reaction product. The product is: [Cl:1][C:2]1[CH:7]=[CH:6][CH:5]=[CH:4][C:3]=1[N:8]([CH3:29])[C:9]([C:11]1[S:28][C:14]2[C:15]3[CH:23]=[CH:22][C:21]([C:24]([NH:30][C:31]4([CH2:36][OH:37])[CH2:35][CH2:34][CH2:33][CH2:32]4)=[O:25])=[CH:20][C:16]=3[O:17][CH2:18][CH2:19][C:13]=2[CH:12]=1)=[O:10]. (9) The product is: [Cl:1][C:2]1[CH:7]=[CH:6][C:5]([NH:8][S:9]([C:12]([F:13])([F:14])[F:15])(=[O:10])=[O:11])=[C:4]([C:16](=[N:31][O:30][C:27]2[CH:28]=[CH:29][C:24]([Cl:23])=[CH:25][CH:26]=2)[CH2:17][CH2:20][CH3:32])[CH:3]=1. Given the reactants [Cl:1][C:2]1[CH:7]=[CH:6][C:5]([NH:8][S:9]([C:12]([F:15])([F:14])[F:13])(=[O:11])=[O:10])=[C:4]([C:16](=O)[C:17]([CH3:20])(C)C)[CH:3]=1.Cl.[Cl:23][C:24]1[CH:29]=[CH:28][C:27]([O:30][NH2:31])=[CH:26][CH:25]=1.[CH3:32]C([O-])=O.[Na+], predict the reaction product.